From a dataset of Forward reaction prediction with 1.9M reactions from USPTO patents (1976-2016). Predict the product of the given reaction. (1) Given the reactants Br[C:2]1[CH:3]=[CH:4][C:5]([CH2:8][CH2:9][C:10]#[N:11])=[N:6][CH:7]=1.[B:12]1([B:12]2[O:16][C:15]([CH3:18])([CH3:17])[C:14]([CH3:20])([CH3:19])[O:13]2)[O:16][C:15]([CH3:18])([CH3:17])[C:14]([CH3:20])([CH3:19])[O:13]1.C([O-])(=O)C.[K+].ClCCl, predict the reaction product. The product is: [CH3:19][C:14]1([CH3:20])[C:15]([CH3:18])([CH3:17])[O:16][B:12]([C:2]2[CH:3]=[CH:4][C:5]([CH2:8][CH2:9][C:10]#[N:11])=[N:6][CH:7]=2)[O:13]1. (2) Given the reactants C([O:3][C:4]([C:6]1([C:9]2[CH:14]=[CH:13][C:12]([C:15]3[CH:20]=[CH:19][C:18]([C:21]4[S:22][C:23]([Cl:37])=[CH:24][C:25]=4[NH:26][C:27]([O:29][C@@H:30]([C:32]4[CH:36]=[CH:35][S:34][CH:33]=4)[CH3:31])=[O:28])=[CH:17][C:16]=3[O:38][CH3:39])=[CH:11][CH:10]=2)[CH2:8][CH2:7]1)=[O:5])C.C(O)(C)C.[OH-].[Na+].Cl, predict the reaction product. The product is: [Cl:37][C:23]1[S:22][C:21]([C:18]2[CH:19]=[CH:20][C:15]([C:12]3[CH:11]=[CH:10][C:9]([C:6]4([C:4]([OH:5])=[O:3])[CH2:7][CH2:8]4)=[CH:14][CH:13]=3)=[C:16]([O:38][CH3:39])[CH:17]=2)=[C:25]([NH:26][C:27]([O:29][C@@H:30]([C:32]2[CH:36]=[CH:35][S:34][CH:33]=2)[CH3:31])=[O:28])[CH:24]=1. (3) Given the reactants [N:1]1[C:10]2[NH:9][CH2:8][CH2:7][CH2:6][C:5]=2[CH:4]=[CH:3][C:2]=1[CH2:11][CH2:12]O.S(Br)([Br:16])=O, predict the reaction product. The product is: [Br:16][CH2:12][CH2:11][C:2]1[N:1]=[C:10]2[C:5]([CH2:6][CH2:7][CH2:8][NH:9]2)=[CH:4][CH:3]=1. (4) Given the reactants [F:1][C:2]1[CH:3]=[C:4]([NH:10][C:11](=[O:19])OC2C=CC=CC=2)[CH:5]=[CH:6][C:7]=1[CH2:8][OH:9].Cl.[Cl:21][C:22]1[C:27]([Cl:28])=[CH:26][CH:25]=[CH:24][C:23]=1[N:29]1[C:33]([CH2:34][NH2:35])=[CH:32][C:31]([C:36]([F:39])([F:38])[F:37])=[N:30]1, predict the reaction product. The product is: [Cl:21][C:22]1[C:27]([Cl:28])=[CH:26][CH:25]=[CH:24][C:23]=1[N:29]1[C:33]([CH2:34][NH:35][C:11]([NH:10][C:4]2[CH:5]=[CH:6][C:7]([CH2:8][OH:9])=[C:2]([F:1])[CH:3]=2)=[O:19])=[CH:32][C:31]([C:36]([F:38])([F:39])[F:37])=[N:30]1. (5) Given the reactants [N:1]1([C:6]([NH:8][C:9]2[N:14]=[CH:13][N:12]=[C:11]([NH:15][C:16]3[CH:21]=[CH:20][C:19]([NH:22]C(=O)OCC4C=CC=CC=4)=[CH:18][CH:17]=3)[CH:10]=2)=[O:7])[CH2:5][CH2:4][CH2:3][CH2:2]1.[H][H].CCCCCC.C(OCC)(=O)C, predict the reaction product. The product is: [NH2:22][C:19]1[CH:18]=[CH:17][C:16]([NH:15][C:11]2[CH:10]=[C:9]([NH:8][C:6]([N:1]3[CH2:5][CH2:4][CH2:3][CH2:2]3)=[O:7])[N:14]=[CH:13][N:12]=2)=[CH:21][CH:20]=1. (6) Given the reactants [Cl:1][C:2]1[C:7]([CH2:8][OH:9])=[C:6]([Cl:10])[CH:5]=[C:4]([CH3:11])[N:3]=1.C1C=C[NH+]=CC=1.[O-][Cr](Cl)(=O)=O, predict the reaction product. The product is: [Cl:1][C:2]1[N:3]=[C:4]([CH3:11])[CH:5]=[C:6]([Cl:10])[C:7]=1[CH:8]=[O:9].